Dataset: Peptide-MHC class I binding affinity with 185,985 pairs from IEDB/IMGT. Task: Regression. Given a peptide amino acid sequence and an MHC pseudo amino acid sequence, predict their binding affinity value. This is MHC class I binding data. (1) The peptide sequence is SHDVLTVQF. The MHC is HLA-B58:01 with pseudo-sequence HLA-B58:01. The binding affinity (normalized) is 0.0847. (2) The peptide sequence is KTDVIDLLY. The MHC is HLA-A02:01 with pseudo-sequence HLA-A02:01. The binding affinity (normalized) is 0.0847. (3) The binding affinity (normalized) is 0.0847. The MHC is HLA-A31:01 with pseudo-sequence HLA-A31:01. The peptide sequence is VYERQPCWY. (4) The peptide sequence is REVFDYLLP. The MHC is HLA-B27:05 with pseudo-sequence HLA-B27:05. The binding affinity (normalized) is 0.0847. (5) The peptide sequence is SLQECVKMA. The MHC is HLA-A02:01 with pseudo-sequence HLA-A02:01. The binding affinity (normalized) is 1.00. (6) The peptide sequence is VYSTTSRSA. The MHC is Patr-A0901 with pseudo-sequence Patr-A0901. The binding affinity (normalized) is 0.272. (7) The peptide sequence is NMVYMPASW. The MHC is Mamu-B01 with pseudo-sequence Mamu-B01. The binding affinity (normalized) is 0.